Dataset: Full USPTO retrosynthesis dataset with 1.9M reactions from patents (1976-2016). Task: Predict the reactants needed to synthesize the given product. (1) Given the product [C:25]1([CH3:28])[CH:26]=[CH:27][C:22]([C:2]2[C:3]3[CH:10]=[CH:9][NH:8][C:4]=3[N:5]=[CH:6][N:7]=2)=[CH:23][CH:24]=1, predict the reactants needed to synthesize it. The reactants are: Cl[C:2]1[C:3]2[CH:10]=[CH:9][N:8](S(C3C=CC(C)=CC=3)(=O)=O)[C:4]=2[N:5]=[CH:6][N:7]=1.B(O)(O)[C:22]1[CH:23]=[CH:24][C:25]([CH3:28])=[CH:26][CH:27]=1.C(=O)([O-])[O-].[K+].[K+].COCCOC. (2) Given the product [ClH:43].[F:1][C:2]1[CH:38]=[C:37]([O:39][CH3:40])[C:36]([O:41][CH3:42])=[CH:35][C:3]=1[CH2:4][N:5]1[C:10]2[CH:11]=[C:12]([C:14]3[CH:15]=[CH:16][CH:17]=[CH:18][CH:19]=3)[S:13][C:9]=2[C:8](=[O:20])[N:7]([CH:21]2[CH2:26][CH2:25][NH:24][CH2:23][CH2:22]2)[C:6]1=[O:34], predict the reactants needed to synthesize it. The reactants are: [F:1][C:2]1[CH:38]=[C:37]([O:39][CH3:40])[C:36]([O:41][CH3:42])=[CH:35][C:3]=1[CH2:4][N:5]1[C:10]2[CH:11]=[C:12]([C:14]3[CH:19]=[CH:18][CH:17]=[CH:16][CH:15]=3)[S:13][C:9]=2[C:8](=[O:20])[N:7]([CH:21]2[CH2:26][CH2:25][N:24](C(OC(C)(C)C)=O)[CH2:23][CH2:22]2)[C:6]1=[O:34].[ClH:43]. (3) Given the product [F:12][C:13]1[CH:14]=[C:15]([CH:33]=[CH:34][CH:35]=1)[CH2:16][NH:17][C:18]([NH:19][C:20]1[S:21][C:22]([CH:29]([CH3:31])[CH3:30])=[C:23]([CH2:25][OH:26])[N:24]=1)=[O:32], predict the reactants needed to synthesize it. The reactants are: [H-].[H-].[H-].[H-].[Li+].[Al+3].C1COCC1.[F:12][C:13]1[CH:14]=[C:15]([CH:33]=[CH:34][CH:35]=1)[CH2:16][NH:17][C:18](=[O:32])[NH:19][C:20]1[S:21][C:22]([CH:29]([CH3:31])[CH3:30])=[C:23]([C:25](OC)=[O:26])[N:24]=1.OS([O-])(=O)=O.[Na+].